From a dataset of NCI-60 drug combinations with 297,098 pairs across 59 cell lines. Regression. Given two drug SMILES strings and cell line genomic features, predict the synergy score measuring deviation from expected non-interaction effect. (1) Drug 1: CCC1=CC2CC(C3=C(CN(C2)C1)C4=CC=CC=C4N3)(C5=C(C=C6C(=C5)C78CCN9C7C(C=CC9)(C(C(C8N6C)(C(=O)OC)O)OC(=O)C)CC)OC)C(=O)OC.C(C(C(=O)O)O)(C(=O)O)O. Drug 2: C1=CN(C=N1)CC(O)(P(=O)(O)O)P(=O)(O)O. Cell line: OVCAR-4. Synergy scores: CSS=8.23, Synergy_ZIP=-10.1, Synergy_Bliss=-13.1, Synergy_Loewe=-9.78, Synergy_HSA=-10.6. (2) Drug 1: CC(C1=C(C=CC(=C1Cl)F)Cl)OC2=C(N=CC(=C2)C3=CN(N=C3)C4CCNCC4)N. Drug 2: CC12CCC(CC1=CCC3C2CCC4(C3CC=C4C5=CN=CC=C5)C)O. Cell line: SF-539. Synergy scores: CSS=13.3, Synergy_ZIP=-1.12, Synergy_Bliss=4.31, Synergy_Loewe=4.89, Synergy_HSA=4.79.